Predict the reaction yield, written as a fraction of the theoretical maximum amount of product (1.0 means a 100% yield; for example, 0.34 means a 34% yield). From a dataset of Reaction yield outcomes from USPTO patents with 853,638 reactions. (1) The reactants are [CH3:1][O:2][C:3]1[C:8]([O:9][CH3:10])=[CH:7][CH:6]=[CH:5][C:4]=1[CH:11]([CH:13]1[CH2:18][CH2:17][N:16]([CH2:19][CH2:20][C:21]2[CH:26]=[CH:25][C:24]([F:27])=[CH:23][CH:22]=2)[CH2:15][CH2:14]1)[OH:12].CCOC(C)=O. The catalyst is C(OC)(C)(C)C.P([O-])([O-])([O-])=O. The product is [CH3:1][O:2][C:3]1[C:8]([O:9][CH3:10])=[CH:7][CH:6]=[CH:5][C:4]=1[C@@H:11]([CH:13]1[CH2:14][CH2:15][N:16]([CH2:19][CH2:20][C:21]2[CH:26]=[CH:25][C:24]([F:27])=[CH:23][CH:22]=2)[CH2:17][CH2:18]1)[OH:12]. The yield is 0.520. (2) The reactants are [S:1](=[O:33])(=[O:32])([O:3][CH2:4][C@@H:5]1[C@@H:12]2[C@@H:8]([O:9]C(C)(C)[O:11]2)[C@H:7]([NH:15][C:16]2[CH:21]=[C:20]([NH:22][C@@H:23]3[C:31]4[C:26](=[CH:27][CH:28]=[CH:29][CH:30]=4)[CH2:25][CH2:24]3)[N:19]=[CH:18][N:17]=2)[CH2:6]1)[NH2:2].FC(F)(F)C(O)=O.O. No catalyst specified. The product is [S:1](=[O:33])(=[O:32])([O:3][CH2:4][C@H:5]1[CH2:6][C@@H:7]([NH:15][C:16]2[CH:21]=[C:20]([NH:22][C@@H:23]3[C:31]4[C:26](=[CH:27][CH:28]=[CH:29][CH:30]=4)[CH2:25][CH2:24]3)[N:19]=[CH:18][N:17]=2)[C@H:8]([OH:9])[C@@H:12]1[OH:11])[NH2:2]. The yield is 0.490. (3) The reactants are C(OC(=O)[NH:7][C:8]1[C:9]2[N:10]([N:16]=[CH:17][CH:18]=2)[C:11]([C:14]#[N:15])=[CH:12][CH:13]=1)(C)(C)C.C(O)(C(F)(F)F)=O. The catalyst is C(Cl)Cl. The product is [NH2:7][C:8]1[C:9]2[N:10]([N:16]=[CH:17][CH:18]=2)[C:11]([C:14]#[N:15])=[CH:12][CH:13]=1. The yield is 0.580. (4) The reactants are [NH2:1][C:2]1[CH:7]=[C:6]([F:8])[CH:5]=[CH:4][C:3]=1/[CH:9]=[CH:10]/[C:11]([O:13]C)=O. The catalyst is C1COCC1.Cl. The product is [F:8][C:6]1[CH:7]=[C:2]2[C:3]([CH:9]=[CH:10][C:11](=[O:13])[NH:1]2)=[CH:4][CH:5]=1. The yield is 0.810.